This data is from Full USPTO retrosynthesis dataset with 1.9M reactions from patents (1976-2016). The task is: Predict the reactants needed to synthesize the given product. (1) Given the product [F:38][C:35]1[CH:36]=[CH:37][C:32]2[N:33]([CH:39]=[C:30]([C:28]([NH:27][C@H:24]3[CH2:25][CH2:26][C@@H:21]([NH:20][C:7]([C:6]4[C:5]([NH:11][CH2:12][CH2:13][C:14]5[CH:19]=[CH:18][CH:17]=[CH:16][CH:15]=5)=[N:4][CH:3]=[C:2]([F:1])[CH:10]=4)=[O:9])[CH2:22][CH2:23]3)=[O:29])[N:31]=2)[CH:34]=1, predict the reactants needed to synthesize it. The reactants are: [F:1][C:2]1[CH:3]=[N:4][C:5]([NH:11][CH2:12][CH2:13][C:14]2[CH:19]=[CH:18][CH:17]=[CH:16][CH:15]=2)=[C:6]([CH:10]=1)[C:7]([OH:9])=O.[NH2:20][CH:21]1[CH2:26][CH2:25][CH:24]([NH:27][C:28]([C:30]2[N:31]=[C:32]3[CH:37]=[CH:36][C:35]([F:38])=[CH:34][N:33]3[CH:39]=2)=[O:29])[CH2:23][CH2:22]1. (2) Given the product [C:1]([O:9][C@@H:10]1[CH2:18][C@@H:13]2[O:14][C:15](=[O:17])[CH2:16][C@@H:12]2[C@H:11]1/[CH:19]=[CH:27]/[C:26]([C:25]1[S:21][C:22]2[CH:40]=[CH:39][CH:38]=[CH:37][C:23]=2[CH:24]=1)=[O:36])(=[O:8])[C:2]1[CH:3]=[CH:4][CH:5]=[CH:6][CH:7]=1, predict the reactants needed to synthesize it. The reactants are: [C:1]([O:9][C@@H:10]1[CH2:18][C@@H:13]2[O:14][C:15](=[O:17])[CH2:16][C@@H:12]2[C@H:11]1[CH:19]=O)(=[O:8])[C:2]1[CH:7]=[CH:6][CH:5]=[CH:4][CH:3]=1.[S:21]1[C:25]([C:26](=[O:36])[CH2:27]P(=O)(OCC)OCC)=[CH:24][C:23]2[CH:37]=[CH:38][CH:39]=[CH:40][C:22]1=2. (3) Given the product [Br:1][C:2]1[N:7]=[C:6]([CH2:8][N:9]2[CH:13]=[C:12]([C:14]([NH:24][CH3:22])=[O:16])[N:11]=[N:10]2)[CH:5]=[CH:4][CH:3]=1, predict the reactants needed to synthesize it. The reactants are: [Br:1][C:2]1[N:7]=[C:6]([CH2:8][N:9]2[CH:13]=[C:12]([C:14]([O-:16])=O)[N:11]=[N:10]2)[CH:5]=[CH:4][CH:3]=1.[K+].C1C=CC2N(O)N=[N:24][C:22]=2C=1.C(Cl)CCl.CN.Cl.CCN(C(C)C)C(C)C. (4) Given the product [OH:4][CH:1]1[O:5][CH2:13][CH2:12][N:11]([CH2:10][C:9]2[CH:15]=[CH:16][CH:17]=[C:7]([CH3:6])[CH:8]=2)[C:2]1=[O:3], predict the reactants needed to synthesize it. The reactants are: [C:1]([OH:5])(=[O:4])[CH:2]=[O:3].[CH3:6][C:7]1[CH:8]=[C:9]([CH:15]=[CH:16][CH:17]=1)[CH2:10][NH:11][CH2:12][CH2:13]O.O.